Dataset: Peptide-MHC class I binding affinity with 185,985 pairs from IEDB/IMGT. Task: Regression. Given a peptide amino acid sequence and an MHC pseudo amino acid sequence, predict their binding affinity value. This is MHC class I binding data. (1) The peptide sequence is EIPQFMIGL. The MHC is HLA-A02:01 with pseudo-sequence HLA-A02:01. The binding affinity (normalized) is 0.143. (2) The peptide sequence is EMIWDPNGW. The MHC is HLA-A26:01 with pseudo-sequence HLA-A26:01. The binding affinity (normalized) is 0.0847. (3) The peptide sequence is VPLVQQQQF. The MHC is HLA-B35:01 with pseudo-sequence HLA-B35:01. The binding affinity (normalized) is 0.436. (4) The binding affinity (normalized) is 0.0847. The MHC is HLA-B46:01 with pseudo-sequence HLA-B46:01. The peptide sequence is FTFERSKIK.